Dataset: Forward reaction prediction with 1.9M reactions from USPTO patents (1976-2016). Task: Predict the product of the given reaction. (1) Given the reactants [Cl:1][C:2]1[CH:7]=[CH:6][C:5]([C:8]2[C:13](=[O:14])[NH:12][N:11]3[C:15](=[O:19])[N:16]([CH3:18])[N:17]=[C:10]3[C:9]=2[C:20]2[CH:25]=[CH:24][N:23]=[CH:22][CH:21]=2)=[CH:4][CH:3]=1.Br[CH2:27][C:28]1[CH:35]=[CH:34][C:31]([C:32]#[N:33])=[CH:30][CH:29]=1.C([O-])([O-])=O.[K+].[K+], predict the reaction product. The product is: [Cl:1][C:2]1[CH:7]=[CH:6][C:5]([C:8]2[C:13](=[O:14])[N:12]([CH2:27][C:28]3[CH:35]=[CH:34][C:31]([C:32]#[N:33])=[CH:30][CH:29]=3)[N:11]3[C:15](=[O:19])[N:16]([CH3:18])[N:17]=[C:10]3[C:9]=2[C:20]2[CH:21]=[CH:22][N:23]=[CH:24][CH:25]=2)=[CH:4][CH:3]=1. (2) Given the reactants C([O:3][C:4]([C:6]1C=CC2N(C3CCCCC3)C(C3C=C4C(=CC=3)N=C(C3C=CC=CC=3)C=C4Cl)=NC=2[CH:7]=1)=O)C.[CH:38]1([N:44]2[C:48]3[CH:49]=[CH:50][C:51]([C:53]([OH:55])=[O:54])=[CH:52][C:47]=3[N:46]=[C:45]2[C:56]2[CH:57]=[C:58]3[C:63](=[CH:64][CH:65]=2)[N:62]=[C:61]([C:66]2[CH:71]=[CH:70][CH:69]=[CH:68][CH:67]=2)[CH:60]=[C:59]3[N:72]([CH3:74])C)[CH2:43][CH2:42][CH2:41][CH2:40][CH2:39]1.NCCCCO, predict the reaction product. The product is: [CH:38]1([N:44]2[C:48]3[CH:49]=[CH:50][C:51]([C:53]([OH:55])=[O:54])=[CH:52][C:47]=3[N:46]=[C:45]2[C:56]2[CH:57]=[C:58]3[C:63](=[CH:64][CH:65]=2)[N:62]=[C:61]([C:66]2[CH:67]=[CH:68][CH:69]=[CH:70][CH:71]=2)[CH:60]=[C:59]3[NH:72][CH2:74][CH2:7][CH2:6][CH2:4][OH:3])[CH2:43][CH2:42][CH2:41][CH2:40][CH2:39]1.